From a dataset of Catalyst prediction with 721,799 reactions and 888 catalyst types from USPTO. Predict which catalyst facilitates the given reaction. (1) Reactant: ClC[CH2:3][CH2:4][O:5][C:6]1[C:15](=[O:16])[C:14]2[C:9](=[CH:10][CH:11]=[CH:12][CH:13]=2)[O:8][C:7]=1[C:17]1[CH:22]=[CH:21][C:20]([O:23][CH2:24][C:25]2[CH:30]=[CH:29][CH:28]=[CH:27][CH:26]=2)=[C:19]([O:31][CH2:32][C:33]2[CH:38]=[CH:37][CH:36]=[CH:35][CH:34]=2)[CH:18]=1.[Na+].[I-].[C:41]([O-])([O-])=O.[Na+].[Na+].[CH3:47][NH:48][CH3:49]. Product: [CH2:32]([O:31][C:19]1[CH:18]=[C:17]([CH:22]=[CH:21][C:20]=1[O:23][CH2:24][C:25]1[CH:26]=[CH:27][CH:28]=[CH:29][CH:30]=1)[C:7]1[O:8][C:9]2[C:14]([C:15](=[O:16])[C:6]=1[O:5][CH2:4][CH2:3][CH2:47][N:48]([CH3:41])[CH3:49])=[CH:13][CH:12]=[CH:11][CH:10]=2)[C:33]1[CH:34]=[CH:35][CH:36]=[CH:37][CH:38]=1. The catalyst class is: 714. (2) Reactant: Br[C:2]1[CH:10]=[CH:9][C:8]([C:11](=[O:27])[C:12]2[CH:17]=[CH:16][C:15]([N:18]([C:20]3[CH:25]=[CH:24][C:23]([Cl:26])=[CH:22][CH:21]=3)[CH3:19])=[CH:14][N:13]=2)=[CH:7][C:3]=1[C:4]([OH:6])=[O:5].[C:28]1([C:34]#[CH:35])[CH:33]=[CH:32][CH:31]=[CH:30][CH:29]=1.C1C=CC(P(C2C(C3C(P(C4C=CC=CC=4)C4C=CC=CC=4)=CC=C4C=3C=CC=C4)=C3C(C=CC=C3)=CC=2)C2C=CC=CC=2)=CC=1.C([O-])([O-])=O.[Cs+].[Cs+]. Product: [Cl:26][C:23]1[CH:24]=[CH:25][C:20]([N:18]([CH3:19])[C:15]2[CH:16]=[CH:17][C:12]([C:11]([C:8]3[CH:9]=[CH:10][C:2]([C:35]#[C:34][C:28]4[CH:33]=[CH:32][CH:31]=[CH:30][CH:29]=4)=[C:3]([CH:7]=3)[C:4]([OH:6])=[O:5])=[O:27])=[N:13][CH:14]=2)=[CH:21][CH:22]=1. The catalyst class is: 206. (3) Reactant: S([O-])(O[O-])(=O)=O.[K+].[K+].[Cl:9][C:10]1[CH:29]=[CH:28][C:27]([CH:30]=[O:31])=[CH:26][C:11]=1[C:12]([NH:14][CH2:15][C:16]12[CH2:25][CH:20]3[CH2:21][CH:22]([CH2:24][CH:18]([CH2:19]3)[CH2:17]1)[CH2:23]2)=[O:13].C(OCC)(=[O:34])C.Cl. Product: [Cl:9][C:10]1[CH:29]=[CH:28][C:27]([C:30]([OH:34])=[O:31])=[CH:26][C:11]=1[C:12]([NH:14][CH2:15][C:16]12[CH2:25][CH:20]3[CH2:19][CH:18]([CH2:24][CH:22]([CH2:21]3)[CH2:23]1)[CH2:17]2)=[O:13]. The catalyst class is: 9. (4) Reactant: Cl[C:2]([Cl:12])(OC(=O)OC(Cl)(Cl)Cl)Cl.[CH3:13][C:14]1[C:22]2[C:17](=[N:18]C=[CH:20][CH:21]=2)[S:16][N+:15]=1[O-].C(NC(C)C)(C)C. Product: [Cl:12][C:2]1[N:18]=[C:17]2[S:16][N:15]=[C:14]([CH3:13])[C:22]2=[CH:21][CH:20]=1. The catalyst class is: 4. (5) Reactant: [OH:1][C:2]1[CH:7]=[C:6]([Cl:8])[N:5]=[N:4][C:3]=1Cl.[CH:10]1([C:13]2[CH:18]=[CH:17][CH:16]=[C:15]([CH3:19])[C:14]=2[OH:20])[CH2:12][CH2:11]1.COC1C=CC=CC=1OC.[OH-].[K+].Cl. Product: [Cl:8][C:6]1[N:5]=[N:4][C:3]([O:20][C:14]2[C:15]([CH3:19])=[CH:16][CH:17]=[CH:18][C:13]=2[CH:10]2[CH2:11][CH2:12]2)=[C:2]([OH:1])[CH:7]=1. The catalyst class is: 5. (6) Reactant: [CH3:1][S:2][C:3]1[NH:4][C:5](=O)[C:6]([C:9]2[CH:14]=[CH:13][N:12]=[C:11]([NH:15][C:16]3[CH:23]=[CH:22][C:19]([C:20]#[N:21])=[CH:18][CH:17]=3)[N:10]=2)=[CH:7][N:8]=1.O=P(Cl)(Cl)[Cl:27].C([O-])([O-])=O.[Na+].[Na+]. Product: [Cl:27][C:5]1[C:6]([C:9]2[CH:14]=[CH:13][N:12]=[C:11]([NH:15][C:16]3[CH:23]=[CH:22][C:19]([C:20]#[N:21])=[CH:18][CH:17]=3)[N:10]=2)=[CH:7][N:8]=[C:3]([S:2][CH3:1])[N:4]=1. The catalyst class is: 2. (7) Reactant: [B-].[B-].C1CCOCC1.C1CCOCC1.[Ca+2].[C:16]([O:20][C:21](=[O:41])[NH:22][C@@H:23]1[C:28](=[O:29])[C@H:27]([CH2:30][C:31]2[CH:36]=[CH:35][C:34]([N+:37]([O-:39])=[O:38])=[C:33]([F:40])[CH:32]=2)[CH2:26][S:25][CH2:24]1)([CH3:19])([CH3:18])[CH3:17].OS([O-])(=O)=O.[K+]. Product: [C:16]([O:20][C:21](=[O:41])[NH:22][C@@H:23]1[C@@H:28]([OH:29])[C@H:27]([CH2:30][C:31]2[CH:36]=[CH:35][C:34]([N+:37]([O-:39])=[O:38])=[C:33]([F:40])[CH:32]=2)[CH2:26][S:25][CH2:24]1)([CH3:19])([CH3:17])[CH3:18]. The catalyst class is: 1. (8) Reactant: [C:1]([C:3]1[C:8]([F:9])=[CH:7][CH:6]=[CH:5][N:4]=1)#[N:2].Cl. Product: [NH2:2][CH2:1][C:3]1[C:8]([F:9])=[CH:7][CH:6]=[CH:5][N:4]=1. The catalyst class is: 29. (9) Reactant: [F:1][C:2]([F:50])([F:49])[C:3]1[CH:4]=[C:5]([C@H:13]2[O:17][C:16](=[O:18])[N:15]([CH2:19][C:20]3[CH:21]=[C:22]([N:35]4[CH2:40][CH2:39][N:38](C(OC(C)(C)C)=O)[CH2:37][CH2:36]4)[CH:23]=[N:24][C:25]=3[N:26]([CH2:33][CH3:34])[CH:27]3[CH2:32][CH2:31][O:30][CH2:29][CH2:28]3)[C@H:14]2[CH3:48])[CH:6]=[C:7]([C:9]([F:12])([F:11])[F:10])[CH:8]=1. Product: [F:50][C:2]([F:1])([F:49])[C:3]1[CH:4]=[C:5]([C@H:13]2[O:17][C:16](=[O:18])[N:15]([CH2:19][C:20]3[C:25]([N:26]([CH2:33][CH3:34])[CH:27]4[CH2:32][CH2:31][O:30][CH2:29][CH2:28]4)=[N:24][CH:23]=[C:22]([N:35]4[CH2:36][CH2:37][NH:38][CH2:39][CH2:40]4)[CH:21]=3)[C@H:14]2[CH3:48])[CH:6]=[C:7]([C:9]([F:12])([F:11])[F:10])[CH:8]=1. The catalyst class is: 4.